Task: Predict the product of the given reaction.. Dataset: Forward reaction prediction with 1.9M reactions from USPTO patents (1976-2016) (1) Given the reactants S([O-])([O-])(=O)=O.C([N+:10]([CH2:19][CH2:20][CH2:21][CH3:22])([CH2:15]CCC)CCCC)CCC.[CH2:19]([N+:10](CCCC)(CCCC)[CH2:15]CCC)[CH2:20][CH2:21][CH3:22].[C:40](=[O:43])(O)[O-:41].[Na+].[Cl:45][CH2:46]Cl, predict the reaction product. The product is: [N:10]1[CH:15]=[CH:22][CH:21]=[C:20]([C:40]([O:41][CH2:46][Cl:45])=[O:43])[CH:19]=1. (2) Given the reactants [C:1]1([C:7]2[N:11]=[C:10]([N:12]3[CH2:17][CH2:16][NH:15][CH2:14][CH2:13]3)[S:9][N:8]=2)[CH:6]=[CH:5][CH:4]=[CH:3][CH:2]=1.C(N(CC)CC)C.[F:25][C:26]1[CH:31]=[CH:30][CH:29]=[CH:28][C:27]=1[N:32]=[C:33]=[O:34], predict the reaction product. The product is: [F:25][C:26]1[CH:31]=[CH:30][CH:29]=[CH:28][C:27]=1[NH:32][C:33]([N:15]1[CH2:16][CH2:17][N:12]([C:10]2[S:9][N:8]=[C:7]([C:1]3[CH:2]=[CH:3][CH:4]=[CH:5][CH:6]=3)[N:11]=2)[CH2:13][CH2:14]1)=[O:34]. (3) Given the reactants [N:1]12[CH2:8][CH2:7][CH:4]([CH2:5][CH2:6]1)[C@@H:3]([O:9][C:10]([C:12]1([OH:25])[C:24]3[CH:23]=[CH:22][CH:21]=[CH:20][C:19]=3[C:18]3[C:13]1=[CH:14][CH:15]=[CH:16][CH:17]=3)=[O:11])[CH2:2]2.[Br:26][CH2:27][CH2:28][O:29][CH2:30][CH2:31][O:32][CH3:33], predict the reaction product. The product is: [Br-:26].[OH:25][C:12]1([C:10]([O:9][C@@H:3]2[CH:4]3[CH2:5][CH2:6][N+:1]([CH2:27][CH2:28][O:29][CH2:30][CH2:31][O:32][CH3:33])([CH2:8][CH2:7]3)[CH2:2]2)=[O:11])[C:13]2[CH:14]=[CH:15][CH:16]=[CH:17][C:18]=2[C:19]2[C:24]1=[CH:23][CH:22]=[CH:21][CH:20]=2. (4) Given the reactants [CH3:1][O:2][C:3]1[CH:4]=[C:5]([CH2:11][OH:12])[CH:6]=[CH:7][C:8]=1[O:9][CH3:10].[Cl:13][C:14]1[CH:15]=[C:16]([CH:21]=[CH:22][C:23]=1O)[C:17]([O:19][CH3:20])=[O:18].C1(P(C2C=CC=CC=2)C2C=CC=CC=2)C=CC=CC=1.CCOC(/N=N/C(OCC)=O)=O, predict the reaction product. The product is: [CH3:1][O:2][C:3]1[CH:4]=[C:5]([CH:6]=[CH:7][C:8]=1[O:9][CH3:10])[CH2:11][O:12][C:23]1[CH:22]=[CH:21][C:16]([C:17]([O:19][CH3:20])=[O:18])=[CH:15][C:14]=1[Cl:13].